Dataset: Catalyst prediction with 721,799 reactions and 888 catalyst types from USPTO. Task: Predict which catalyst facilitates the given reaction. (1) Reactant: NC1C=CC(OC)=NC=1.C(OC(=O)C(NC(C1C=CC(C)=CN=1)=O)C(OCC)=O)C.C([O:33][C:34]([C:36]1[N:40]=[C:39]([C:41]2[CH:46]=[CH:45][C:44]([CH3:47])=[CH:43][N:42]=2)[N:38]([C:48]2[CH:49]=[N:50][C:51]([O:54][CH3:55])=[CH:52][CH:53]=2)[N:37]=1)=[O:35])C.C[O-].[Na+]. Product: [CH3:55][O:54][C:51]1[N:50]=[CH:49][C:48]([N:38]2[C:39]([C:41]3[CH:46]=[CH:45][C:44]([CH3:47])=[CH:43][N:42]=3)=[N:40][C:36]([C:34]([OH:35])=[O:33])=[N:37]2)=[CH:53][CH:52]=1. The catalyst class is: 5. (2) Product: [CH:20]([OH:22])=[O:21].[CH:1]1[C:11]2[CH2:10][C:9]3([CH2:15][CH2:14][CH:13]([N:16]4[CH2:17][CH:18]([C:20]([OH:22])=[O:21])[CH2:19]4)[CH2:12]3)[C:8]3[CH:24]=[CH:25][CH:26]=[CH:27][C:7]=3[O:6][C:5]=2[CH:4]=[CH:3][CH:2]=1. Reactant: [CH:1]1[C:11]2[CH2:10][C:9]3([CH2:15][CH2:14][CH:13]([N:16]4[CH2:19][CH:18]([C:20]([O:22]C)=[O:21])[CH2:17]4)[CH2:12]3)[C:8]3[CH:24]=[CH:25][CH:26]=[CH:27][C:7]=3[O:6][C:5]=2[CH:4]=[CH:3][CH:2]=1.[OH-].[K+]. The catalyst class is: 24. (3) Reactant: [CH2:1]([N:8]1[CH:12]=[C:11]([C:13](OCC)=[O:14])[C:10]([O:18][CH2:19][C:20]2[CH:25]=[CH:24][C:23]([O:26][CH2:27][C:28]3[N:29]=[C:30]([C:34]4[O:35][CH:36]=[CH:37][CH:38]=4)[O:31][C:32]=3[CH3:33])=[C:22]([CH3:39])[CH:21]=2)=[N:9]1)[C:2]1[CH:7]=[CH:6][CH:5]=[CH:4][CH:3]=1.[H-].[Al+3].[Li+].[H-].[H-].[H-].O.O.O.O.O.O.O.O.O.O.S([O-])([O-])(=O)=O.[Na+].[Na+]. Product: [CH2:1]([N:8]1[CH:12]=[C:11]([CH2:13][OH:14])[C:10]([O:18][CH2:19][C:20]2[CH:25]=[CH:24][C:23]([O:26][CH2:27][C:28]3[N:29]=[C:30]([C:34]4[O:35][CH:36]=[CH:37][CH:38]=4)[O:31][C:32]=3[CH3:33])=[C:22]([CH3:39])[CH:21]=2)=[N:9]1)[C:2]1[CH:3]=[CH:4][CH:5]=[CH:6][CH:7]=1. The catalyst class is: 54. (4) Reactant: [CH3:1][O:2][C:3]1[CH:15]=[CH:14][C:6]([CH2:7][NH:8][C:9]2[S:10][CH:11]=[CH:12][N:13]=2)=[CH:5][CH:4]=1.C[Si]([N-][Si](C)(C)C)(C)C.[Li+].[Cl:26][C:27]1[C:36]2[C:31](=[CH:32][C:33]([S:38](Cl)(=[O:40])=[O:39])=[CH:34][C:35]=2[CH3:37])[N:30]=[CH:29][CH:28]=1.S(Cl)(Cl)(=O)=O. Product: [Cl:26][C:27]1[C:36]2[C:31](=[CH:32][C:33]([S:38]([N:8]([CH2:7][C:6]3[CH:5]=[CH:4][C:3]([O:2][CH3:1])=[CH:15][CH:14]=3)[C:9]3[S:10][CH:11]=[CH:12][N:13]=3)(=[O:39])=[O:40])=[CH:34][C:35]=2[CH3:37])[N:30]=[CH:29][CH:28]=1. The catalyst class is: 1. (5) Reactant: Cl[C:2]1[O:3][C:4]([C:7]2[N:8]([C:16]([O:18][C:19]([CH3:22])([CH3:21])[CH3:20])=[O:17])[C:9]3[C:14]([CH:15]=2)=[CH:13][CH:12]=[CH:11][CH:10]=3)=[CH:5][N:6]=1.[NH2:23][C:24]1[CH:25]=[C:26]([NH:30][S:31]([CH2:34][C:35]2[CH:40]=[CH:39][CH:38]=[CH:37][CH:36]=2)(=[O:33])=[O:32])[CH:27]=[CH:28][CH:29]=1. Product: [C:35]1([CH2:34][S:31]([NH:30][C:26]2[CH:25]=[C:24]([NH:23][C:2]3[O:3][C:4]([C:7]4[N:8]([C:16]([O:18][C:19]([CH3:22])([CH3:21])[CH3:20])=[O:17])[C:9]5[C:14]([CH:15]=4)=[CH:13][CH:12]=[CH:11][CH:10]=5)=[CH:5][N:6]=3)[CH:29]=[CH:28][CH:27]=2)(=[O:32])=[O:33])[CH:40]=[CH:39][CH:38]=[CH:37][CH:36]=1. The catalyst class is: 41.